Dataset: Full USPTO retrosynthesis dataset with 1.9M reactions from patents (1976-2016). Task: Predict the reactants needed to synthesize the given product. Given the product [C:27]1([C:36]2[CH:41]=[CH:40][CH:39]=[CH:38][CH:37]=2)[CH:32]=[CH:31][C:30]([C:43]([C:2]2[CH:7]=[CH:6][C:5]([C@@H:8]([C:21]3[CH:26]=[CH:25][CH:24]=[CH:23][CH:22]=3)[O:9][C@@H:10]([CH2:17][CH:18]([CH3:20])[CH3:19])[C:11]([NH:13][CH2:14][C:15]#[N:16])=[O:12])=[CH:4][CH:3]=2)=[O:44])=[CH:29][CH:28]=1, predict the reactants needed to synthesize it. The reactants are: Br[C:2]1[CH:7]=[CH:6][C:5]([C@@H:8]([C:21]2[CH:26]=[CH:25][CH:24]=[CH:23][CH:22]=2)[O:9][C@@H:10]([CH2:17][CH:18]([CH3:20])[CH3:19])[C:11]([NH:13][CH2:14][C:15]#[N:16])=[O:12])=[CH:4][CH:3]=1.[C:27]1([C:36]2[CH:41]=[CH:40][CH:39]=[CH:38][CH:37]=2)[CH:32]=[CH:31][C:30](B(O)O)=[CH:29][CH:28]=1.C[CH2:43][O:44]C(C)=O.CCCCCC.